The task is: Predict the reactants needed to synthesize the given product.. This data is from Full USPTO retrosynthesis dataset with 1.9M reactions from patents (1976-2016). Given the product [CH3:1][N:2]([CH3:41])[CH2:3][CH2:4][N:5]1[C:14]2[C:9](=[CH:10][C:11]([C:15]3[CH:16]=[N:17][C:18]([NH:30][C:31]([NH:33][CH2:34][CH2:35][CH3:36])=[O:32])=[CH:19][C:20]=3[C:21]3[S:22][CH:23]=[C:24]([C:26]([F:28])([F:27])[F:29])[N:25]=3)=[CH:12][CH:13]=2)[C:8](=[O:37])[C:7]([C:38]([N:83]2[CH2:82][CH2:81][N:80]([S:77]([N:76]([CH3:86])[CH3:75])(=[O:79])=[O:78])[CH2:85][CH2:84]2)=[O:40])=[CH:6]1, predict the reactants needed to synthesize it. The reactants are: [CH3:1][N:2]([CH3:41])[CH2:3][CH2:4][N:5]1[C:14]2[C:9](=[CH:10][C:11]([C:15]3[CH:16]=[N:17][C:18]([NH:30][C:31]([NH:33][CH2:34][CH2:35][CH3:36])=[O:32])=[CH:19][C:20]=3[C:21]3[S:22][CH:23]=[C:24]([C:26]([F:29])([F:28])[F:27])[N:25]=3)=[CH:12][CH:13]=2)[C:8](=[O:37])[C:7]([C:38]([OH:40])=O)=[CH:6]1.CN(C(ON1N=NC2C=CC=NC1=2)=[N+](C)C)C.F[P-](F)(F)(F)(F)F.C(N(C(C)C)CC)(C)C.[CH3:75][N:76]([CH3:86])[S:77]([N:80]1[CH2:85][CH2:84][NH:83][CH2:82][CH2:81]1)(=[O:79])=[O:78].